This data is from Catalyst prediction with 721,799 reactions and 888 catalyst types from USPTO. The task is: Predict which catalyst facilitates the given reaction. Reactant: [F:1][C:2]1[C:3]([N+:12]([O-])=O)=[CH:4][C:5]2[S:9][C:8]([CH3:10])=[N:7][C:6]=2[CH:11]=1.Cl. Product: [F:1][C:2]1[C:3]([NH2:12])=[CH:4][C:5]2[S:9][C:8]([CH3:10])=[N:7][C:6]=2[CH:11]=1. The catalyst class is: 447.